From a dataset of Full USPTO retrosynthesis dataset with 1.9M reactions from patents (1976-2016). Predict the reactants needed to synthesize the given product. (1) Given the product [C:15]([C:14]1[N:10]([CH3:9])[CH:11]=[N:12][C:13]=1[C:17]1[CH:22]=[CH:21][CH:20]=[CH:19][CH:18]=1)#[CH:2], predict the reactants needed to synthesize it. The reactants are: [Li].[CH3:2][Si](C=[N+]=[N-])(C)C.[CH3:9][N:10]1[C:14]([CH:15]=O)=[C:13]([C:17]2[CH:22]=[CH:21][CH:20]=[CH:19][CH:18]=2)[N:12]=[CH:11]1.[NH4+].[Cl-]. (2) Given the product [CH:1]1[C:13]2[CH:12]([CH2:14][O:15][C:16](=[O:53])[NH:17][CH2:18][CH2:19][CH2:20][CH2:21][C@H:22]([NH2:45])[C:23]([N:25]3[CH2:29][CH2:28][CH2:27][C@H:26]3[C:30]3[CH:31]=[N:32][CH:33]=[C:34]([C:36](=[O:44])[C:37]4[CH:42]=[CH:41][C:40]([F:43])=[CH:39][CH:38]=4)[CH:35]=3)=[O:24])[C:11]3[C:6](=[CH:7][CH:8]=[CH:9][CH:10]=3)[C:5]=2[CH:4]=[CH:3][CH:2]=1, predict the reactants needed to synthesize it. The reactants are: [CH:1]1[C:13]2[CH:12]([CH2:14][O:15][C:16](=[O:53])[NH:17][CH2:18][CH2:19][CH2:20][CH2:21][C@H:22]([NH:45]C(OC(C)(C)C)=O)[C:23]([N:25]3[CH2:29][CH2:28][CH2:27][C@H:26]3[C:30]3[CH:31]=[N:32][CH:33]=[C:34]([C:36](=[O:44])[C:37]4[CH:42]=[CH:41][C:40]([F:43])=[CH:39][CH:38]=4)[CH:35]=3)=[O:24])[C:11]3[C:6](=[CH:7][CH:8]=[CH:9][CH:10]=3)[C:5]=2[CH:4]=[CH:3][CH:2]=1.FC(F)(F)C(O)=O. (3) Given the product [CH3:33][S:34]([O:23][CH:21]([CH3:22])[CH2:20][O:19][C@H:16]1[CH2:17][CH2:18][C@H:13]([C:11]2[O:12][C:8]3[CH:7]=[C:6]([O:5][CH2:4][CH:1]4[CH2:3][CH2:2]4)[CH:25]=[CH:24][C:9]=3[CH:10]=2)[CH2:14][CH2:15]1)(=[O:36])=[O:35], predict the reactants needed to synthesize it. The reactants are: [CH:1]1([CH2:4][O:5][C:6]2[CH:25]=[CH:24][C:9]3[CH:10]=[C:11]([C@H:13]4[CH2:18][CH2:17][C@H:16]([O:19][CH2:20][CH:21]([OH:23])[CH3:22])[CH2:15][CH2:14]4)[O:12][C:8]=3[CH:7]=2)[CH2:3][CH2:2]1.C(N(CC)CC)C.[CH3:33][S:34](Cl)(=[O:36])=[O:35]. (4) Given the product [CH3:17][C:9]1[NH:8][C:5]2=[N:6][CH:7]=[C:2]([C:29]3[CH:28]=[CH:27][C:26]([CH2:25][N:22]4[CH2:23][CH2:24][N:19]([CH3:18])[CH2:20][CH2:21]4)=[CH:31][CH:30]=3)[CH:3]=[C:4]2[C:10]=1[C:11]1[N:12]=[C:13]([NH2:16])[S:14][CH:15]=1, predict the reactants needed to synthesize it. The reactants are: Br[C:2]1[CH:3]=[C:4]2[C:10]([C:11]3[N:12]=[C:13]([NH2:16])[S:14][CH:15]=3)=[C:9]([CH3:17])[NH:8][C:5]2=[N:6][CH:7]=1.[CH3:18][N:19]1[CH2:24][CH2:23][N:22]([CH2:25][C:26]2[CH:31]=[CH:30][C:29](B3OC(C)(C)C(C)(C)O3)=[CH:28][CH:27]=2)[CH2:21][CH2:20]1.C([O-])([O-])=O.[Na+].[Na+]. (5) Given the product [F:51][C:50]([F:53])([F:52])[S:47]([O:1][C:2]1[CH:11]=[C:10]2[C:5]([CH2:6][C@@H:7]([C:33](=[O:45])[NH:34][C@H:35]3[C:44]4[C:39](=[CH:40][CH:41]=[CH:42][CH:43]=4)[CH2:38][CH2:37][CH2:36]3)[N:8]([C:12](=[O:32])[C@@H:13]([NH:18][C:19](=[O:31])[C@@H:20]([N:22]([C:23]([O:24][C:25]([CH3:27])([CH3:28])[CH3:26])=[O:29])[CH3:30])[CH3:21])[C:14]([CH3:15])([CH3:16])[CH3:17])[CH2:9]2)=[CH:4][CH:3]=1)(=[O:48])=[O:46], predict the reactants needed to synthesize it. The reactants are: [OH:1][C:2]1[CH:11]=[C:10]2[C:5]([CH2:6][C@@H:7]([C:33](=[O:45])[NH:34][C@H:35]3[C:44]4[C:39](=[CH:40][CH:41]=[CH:42][CH:43]=4)[CH2:38][CH2:37][CH2:36]3)[N:8]([C:12](=[O:32])[C@@H:13]([NH:18][C:19](=[O:31])[C@@H:20]([N:22]([CH3:30])[C:23](=[O:29])[O:24][C:25]([CH3:28])([CH3:27])[CH3:26])[CH3:21])[C:14]([CH3:17])([CH3:16])[CH3:15])[CH2:9]2)=[CH:4][CH:3]=1.[O:46](S(C(F)(F)F)(=O)=O)[S:47]([C:50]([F:53])([F:52])[F:51])(=O)=[O:48].N1C=CC=CC=1. (6) Given the product [CH3:22][S:19]([N:17]([CH3:18])[C@@H:14]1[CH2:15][CH2:16][N:12]([CH2:11][C:8]2[CH:9]=[CH:10][C:5]([C:4]([OH:27])=[O:3])=[CH:6][C:7]=2[C:23]([F:26])([F:24])[F:25])[CH2:13]1)(=[O:21])=[O:20], predict the reactants needed to synthesize it. The reactants are: C([O:3][C:4](=[O:27])[C:5]1[CH:10]=[CH:9][C:8]([CH2:11][N:12]2[CH2:16][CH2:15][C@@H:14]([N:17]([S:19]([CH3:22])(=[O:21])=[O:20])[CH3:18])[CH2:13]2)=[C:7]([C:23]([F:26])([F:25])[F:24])[CH:6]=1)C.C(OC(N1CCN(CC2C=CC(C(O)=O)=CC=2C(F)(F)F)CC1)=O)(C)(C)C. (7) The reactants are: Cl.Cl.Cl.[O:4]1[C:8]2=[C:9]([N:13]3[CH2:18][CH2:17][N:16]([CH2:19][CH2:20][C@H:21]4[CH2:26][CH2:25][C@H:24]([NH2:27])[CH2:23][CH2:22]4)[CH2:15][CH2:14]3)[N:10]=[CH:11][CH:12]=[C:7]2[CH2:6][CH2:5]1.[O:28]1[CH2:33][CH2:32][O:31][CH2:30][CH:29]1[CH2:34][C:35](O)=[O:36]. Given the product [O:4]1[C:8]2=[C:9]([N:13]3[CH2:18][CH2:17][N:16]([CH2:19][CH2:20][C@H:21]4[CH2:26][CH2:25][C@H:24]([NH:27][C:35](=[O:36])[CH2:34][CH:29]5[CH2:30][O:31][CH2:32][CH2:33][O:28]5)[CH2:23][CH2:22]4)[CH2:15][CH2:14]3)[N:10]=[CH:11][CH:12]=[C:7]2[CH2:6][CH2:5]1, predict the reactants needed to synthesize it.